Dataset: Catalyst prediction with 721,799 reactions and 888 catalyst types from USPTO. Task: Predict which catalyst facilitates the given reaction. (1) Reactant: [C:1]([O:5][C:6](=[O:12])[NH:7][CH2:8][CH2:9][CH2:10][OH:11])([CH3:4])([CH3:3])[CH3:2].[N+:13]([C:16]1[CH:21]=[CH:20][C:19](O)=[CH:18][CH:17]=1)([O-:15])=[O:14].C1(P(C2C=CC=CC=2)C2C=CC=CC=2)C=CC=CC=1.N(C(OC(C)C)=O)=NC(OC(C)C)=O. Product: [C:1]([O:5][C:6](=[O:12])[NH:7][CH2:8][CH2:9][CH2:10][O:11][C:19]1[CH:20]=[CH:21][C:16]([N+:13]([O-:15])=[O:14])=[CH:17][CH:18]=1)([CH3:4])([CH3:2])[CH3:3]. The catalyst class is: 1. (2) Reactant: [F:1][C:2]1[CH:7]=[C:6]([C:8]2[CH:9]=[N:10][C:11]([NH:14][CH2:15][CH2:16][N:17]3[CH2:22][CH2:21][CH2:20][CH2:19][CH2:18]3)=[CH:12][CH:13]=2)[CH:5]=[CH:4][C:3]=1[NH:23]C(=O)OC(C)(C)C.C(O)(C(F)(F)F)=O. Product: [NH2:23][C:3]1[CH:4]=[CH:5][C:6]([C:8]2[CH:13]=[CH:12][C:11]([NH:14][CH2:15][CH2:16][N:17]3[CH2:22][CH2:21][CH2:20][CH2:19][CH2:18]3)=[N:10][CH:9]=2)=[CH:7][C:2]=1[F:1]. The catalyst class is: 2. (3) Reactant: [CH3:1][S-:2].[Na+].Cl[C:5]1[C:14]([N+:15]([O-:17])=[O:16])=[CH:13][C:8]([C:9]([O:11][CH3:12])=[O:10])=[CH:7][N:6]=1. Product: [CH3:1][S:2][C:5]1[C:14]([N+:15]([O-:17])=[O:16])=[CH:13][C:8]([C:9]([O:11][CH3:12])=[O:10])=[CH:7][N:6]=1. The catalyst class is: 5. (4) Reactant: [H-].[Na+].C(OC([N:10]1[CH2:15][CH2:14][CH:13]([N:16]([CH2:26][C:27]2[CH:32]=[CH:31][CH:30]=[CH:29][CH:28]=2)[C:17]2[CH:18]=[C:19]3[C:23](=[CH:24][CH:25]=2)[NH:22][CH:21]=[CH:20]3)[CH2:12][CH2:11]1)=O)(C)(C)C.CI.[F:35][C:36]([F:41])([F:40])[C:37]([OH:39])=[O:38]. Product: [F:35][C:36]([F:41])([F:40])[C:37]([OH:39])=[O:38].[CH2:26]([N:16]([C:17]1[CH:18]=[C:19]2[C:23](=[CH:24][CH:25]=1)[N:22]([CH3:36])[CH:21]=[CH:20]2)[CH:13]1[CH2:14][CH2:15][NH:10][CH2:11][CH2:12]1)[C:27]1[CH:28]=[CH:29][CH:30]=[CH:31][CH:32]=1. The catalyst class is: 85. (5) Reactant: [Cl:1][C:2]1[C:3]([F:19])=[CH:4][CH:5]=[C:6]2[C:10]=1[NH:9][CH:8]=[C:7]2[CH2:11][C@H:12]1[NH:16][C:15](=[O:17])[NH:14][C:13]1=[O:18].CI.[CH2:22](Cl)Cl.CO. Product: [Cl:1][C:2]1[C:3]([F:19])=[CH:4][CH:5]=[C:6]2[C:10]=1[NH:9][CH:8]=[C:7]2[CH2:11][C@H:12]1[NH:16][C:15](=[O:17])[N:14]([CH3:22])[C:13]1=[O:18]. The catalyst class is: 16. (6) Reactant: [Cl:1][C:2]1[S:6][C:5]([S:7]([NH:10][C@H:11]([CH2:15][CH:16]2[CH2:18][CH2:17]2)[C:12]([NH2:14])=[O:13])(=[O:9])=[O:8])=[CH:4][CH:3]=1.[Br:19][C:20]1[C:27]([F:28])=[CH:26][C:23]([CH2:24]Br)=[C:22]([F:29])[CH:21]=1.C([O-])([O-])=O.[Cs+].[Cs+]. Product: [Br:19][C:20]1[C:27]([F:28])=[CH:26][C:23]([CH2:24][N:10]([C@H:11]([CH2:15][CH:16]2[CH2:17][CH2:18]2)[C:12]([NH2:14])=[O:13])[S:7]([C:5]2[S:6][C:2]([Cl:1])=[CH:3][CH:4]=2)(=[O:8])=[O:9])=[C:22]([F:29])[CH:21]=1. The catalyst class is: 3.